This data is from NCI-60 drug combinations with 297,098 pairs across 59 cell lines. The task is: Regression. Given two drug SMILES strings and cell line genomic features, predict the synergy score measuring deviation from expected non-interaction effect. (1) Drug 1: CNC(=O)C1=CC=CC=C1SC2=CC3=C(C=C2)C(=NN3)C=CC4=CC=CC=N4. Drug 2: CC1=C2C(C(=O)C3(C(CC4C(C3C(C(C2(C)C)(CC1OC(=O)C(C(C5=CC=CC=C5)NC(=O)C6=CC=CC=C6)O)O)OC(=O)C7=CC=CC=C7)(CO4)OC(=O)C)O)C)OC(=O)C. Cell line: SF-539. Synergy scores: CSS=57.0, Synergy_ZIP=-1.70, Synergy_Bliss=1.40, Synergy_Loewe=4.20, Synergy_HSA=5.41. (2) Cell line: HL-60(TB). Drug 2: COC1=NC(=NC2=C1N=CN2C3C(C(C(O3)CO)O)O)N. Drug 1: CC1=C(C(CCC1)(C)C)C=CC(=CC=CC(=CC(=O)O)C)C. Synergy scores: CSS=26.5, Synergy_ZIP=-3.15, Synergy_Bliss=-2.66, Synergy_Loewe=-13.1, Synergy_HSA=-2.69. (3) Cell line: SW-620. Synergy scores: CSS=19.0, Synergy_ZIP=1.06, Synergy_Bliss=5.12, Synergy_Loewe=-8.10, Synergy_HSA=3.24. Drug 2: C1CC(CCC1OC2=C(C(=CC=C2)Cl)F)(CC3=NC(=CC=C3)NC4=NC=CS4)C(=O)O. Drug 1: CS(=O)(=O)CCNCC1=CC=C(O1)C2=CC3=C(C=C2)N=CN=C3NC4=CC(=C(C=C4)OCC5=CC(=CC=C5)F)Cl. (4) Drug 1: C1CCC(C(C1)N)N.C(=O)(C(=O)[O-])[O-].[Pt+4]. Drug 2: C1CN(P(=O)(OC1)NCCCl)CCCl. Cell line: RXF 393. Synergy scores: CSS=-0.903, Synergy_ZIP=-13.9, Synergy_Bliss=-27.0, Synergy_Loewe=-29.8, Synergy_HSA=-29.5. (5) Drug 2: CC12CCC3C(C1CCC2OP(=O)(O)O)CCC4=C3C=CC(=C4)OC(=O)N(CCCl)CCCl.[Na+]. Synergy scores: CSS=15.7, Synergy_ZIP=-5.98, Synergy_Bliss=-3.02, Synergy_Loewe=-3.87, Synergy_HSA=-4.66. Drug 1: CC(C)(C#N)C1=CC(=CC(=C1)CN2C=NC=N2)C(C)(C)C#N. Cell line: TK-10. (6) Drug 1: CC(C1=C(C=CC(=C1Cl)F)Cl)OC2=C(N=CC(=C2)C3=CN(N=C3)C4CCNCC4)N. Drug 2: CC12CCC3C(C1CCC2=O)CC(=C)C4=CC(=O)C=CC34C. Cell line: SF-268. Synergy scores: CSS=17.5, Synergy_ZIP=0.600, Synergy_Bliss=4.10, Synergy_Loewe=-6.27, Synergy_HSA=2.53.